This data is from Forward reaction prediction with 1.9M reactions from USPTO patents (1976-2016). The task is: Predict the product of the given reaction. Given the reactants C(OC([O:8][C@@H:9]1[C@@H:13]([CH2:14][O:15]C(OC(C)(C)C)=O)[O:12][C@@H:11]([N:23]2[CH:43]=[CH:42][C:27]([NH:28][C:29]([O:31][CH:32]([C:34]3[S:35][C:36]([N+:39]([O-:41])=[O:40])=[CH:37][CH:38]=3)[CH3:33])=[O:30])=[N:26][C:24]2=[O:25])[C:10]1([F:45])[F:44])=O)(C)(C)C.C(O)(C(F)(F)F)=O, predict the reaction product. The product is: [N+:39]([C:36]1[S:35][C:34]([CH:32]([O:31][C:29]([NH:28][C:27]2[CH:42]=[CH:43][N:23]([C@@H:11]3[O:12][C@H:13]([CH2:14][OH:15])[C@@H:9]([OH:8])[C:10]3([F:45])[F:44])[C:24](=[O:25])[N:26]=2)=[O:30])[CH3:33])=[CH:38][CH:37]=1)([O-:41])=[O:40].